Dataset: Reaction yield outcomes from USPTO patents with 853,638 reactions. Task: Predict the reaction yield, written as a fraction of the theoretical maximum amount of product (1.0 means a 100% yield; for example, 0.34 means a 34% yield). (1) The reactants are [H-].[Na+].[NH:3]1[CH:7]=[CH:6][N:5]=[CH:4]1.Cl[CH2:9][O:10][CH2:11][CH2:12][Si:13]([CH3:16])([CH3:15])[CH3:14].CO.CCOC(C)=O. The catalyst is C1COCC1. The product is [CH3:14][Si:13]([CH3:16])([CH3:15])[CH2:12][CH2:11][O:10][CH2:9][N:3]1[CH:7]=[CH:6][N:5]=[CH:4]1. The yield is 0.700. (2) The yield is 0.880. The product is [OH:10][C@@H:5]([CH2:6][CH:7]([CH3:9])[CH3:8])[C@H:2]([CH3:3])[CH:1]=[O:4]. The reactants are [CH:1](=[O:4])[CH2:2][CH3:3].[CH:5](=[O:10])[CH2:6][CH:7]([CH3:9])[CH3:8].N1CCC[C@H]1C(O)=O. The catalyst is CN(C)C=O.C(OCC)C.